Dataset: Full USPTO retrosynthesis dataset with 1.9M reactions from patents (1976-2016). Task: Predict the reactants needed to synthesize the given product. Given the product [CH3:22][O:21][C@H:18]1[CH2:19][CH2:20][C@H:15]([CH:4]2[CH2:5][CH2:6][CH:7]([CH2:8][CH2:9][CH2:10][CH2:11][CH2:12][CH3:13])[O:14][C:2]2=[O:23])[CH2:16][CH2:17]1, predict the reactants needed to synthesize it. The reactants are: Cl.[C:2]([CH:4]([C@H:15]1[CH2:20][CH2:19][C@H:18]([O:21][CH3:22])[CH2:17][CH2:16]1)[CH2:5][CH2:6][CH:7]([OH:14])[CH2:8][CH2:9][CH2:10][CH2:11][CH2:12][CH3:13])#N.[O:23]1CCCOC1.